Dataset: Forward reaction prediction with 1.9M reactions from USPTO patents (1976-2016). Task: Predict the product of the given reaction. Given the reactants [C:1]([O:6][CH2:7][CH2:8]O)(=O)[C:2]([CH3:4])=[CH2:3].[CH2:10](N([CH2:15][CH3:16])CC)[CH3:11].[C:17](Cl)(=O)C(Cl)=O, predict the reaction product. The product is: [CH2:7]([O:6][CH2:1][CH2:2][CH2:4][CH3:17])[CH2:8][CH2:10][CH3:11].[CH3:17][CH2:15][CH2:16][CH2:4][CH2:2][CH3:3].